This data is from HIV replication inhibition screening data with 41,000+ compounds from the AIDS Antiviral Screen. The task is: Binary Classification. Given a drug SMILES string, predict its activity (active/inactive) in a high-throughput screening assay against a specified biological target. (1) The drug is O=P1(O)c2ccccc2CSCc2ccccc21. The result is 0 (inactive). (2) The drug is COc1ccc2[nH]c3c(c2c1)COc1ccccc1C3=O. The result is 0 (inactive).